From a dataset of Reaction yield outcomes from USPTO patents with 853,638 reactions. Predict the reaction yield, written as a fraction of the theoretical maximum amount of product (1.0 means a 100% yield; for example, 0.34 means a 34% yield). (1) The reactants are [Cl:1][C:2]1[CH:10]=[C:9]2[C:5]([C:6]([C:11]([O:13][CH3:14])=[O:12])=[CH:7][NH:8]2)=[CH:4][C:3]=1B1OCC(C)(C)CO1.Br[C:24]1[CH:38]=[CH:37][C:27]([O:28][CH2:29][CH2:30][N:31]2[CH2:36][CH2:35][NH:34][CH2:33][CH2:32]2)=[CH:26][CH:25]=1.C(=O)([O-])[O-].[K+].[K+].C(OCC)(=O)C. The catalyst is C1(C)C=CC=CC=1.C(O)C.C1C=CC(P(C2C=CC=CC=2)[C-]2C=CC=C2)=CC=1.C1C=CC(P(C2C=CC=CC=2)[C-]2C=CC=C2)=CC=1.Cl[Pd]Cl.[Fe+2]. The product is [Cl:1][C:2]1[CH:10]=[C:9]2[C:5]([C:6]([C:11]([O:13][CH3:14])=[O:12])=[CH:7][NH:8]2)=[CH:4][C:3]=1[C:24]1[CH:38]=[CH:37][C:27]([O:28][CH2:29][CH2:30][N:31]2[CH2:32][CH2:33][NH:34][CH2:35][CH2:36]2)=[CH:26][CH:25]=1. The yield is 0.400. (2) The reactants are [OH:1][CH:2]1[CH2:6][N:5]([C:7]([O:9][CH2:10][C:11]2[CH:16]=[CH:15][CH:14]=[CH:13][CH:12]=2)=[O:8])[CH2:4][C:3]1([CH3:18])[CH3:17].C[N+]1([O-])CCOCC1. The catalyst is C(#N)C.[Ru]([O-])(=O)(=O)=O.C([N+](CCC)(CCC)CCC)CC. The product is [CH3:17][C:3]1([CH3:18])[C:2](=[O:1])[CH2:6][N:5]([C:7]([O:9][CH2:10][C:11]2[CH:16]=[CH:15][CH:14]=[CH:13][CH:12]=2)=[O:8])[CH2:4]1. The yield is 0.680. (3) The reactants are [Cl:1][C:2]1[C:10]([OH:11])=[CH:9][CH:8]=[C:7]2[C:3]=1[CH:4]=[C:5]([CH:21]([F:23])[F:22])[N:6]2[S:12]([C:15]1[CH:20]=[CH:19][CH:18]=[CH:17][CH:16]=1)(=[O:14])=[O:13].CCN(CC)CC.[S:31](O[S:31]([C:34]([F:37])([F:36])[F:35])(=[O:33])=[O:32])([C:34]([F:37])([F:36])[F:35])(=[O:33])=[O:32]. The catalyst is C(Cl)Cl. The product is [F:35][C:34]([F:37])([F:36])[S:31]([O:11][C:10]1[C:2]([Cl:1])=[C:3]2[C:7](=[CH:8][CH:9]=1)[N:6]([S:12]([C:15]1[CH:20]=[CH:19][CH:18]=[CH:17][CH:16]=1)(=[O:14])=[O:13])[C:5]([CH:21]([F:23])[F:22])=[CH:4]2)(=[O:33])=[O:32]. The yield is 0.880. (4) The yield is 0.960. The reactants are [N+:1]([C:4]1[CH:11]=[CH:10][C:7]([C:8]#[N:9])=[C:6]([F:12])[CH:5]=1)([O-])=O. The product is [NH2:1][C:4]1[CH:11]=[CH:10][C:7]([C:8]#[N:9])=[C:6]([F:12])[CH:5]=1. The catalyst is C(O)(=O)C.C(OCC)(=O)C.[Fe]. (5) The reactants are Br[C:2]1[CH:3]=[C:4]2[C:8](=[CH:9][CH:10]=1)[C:7](=[O:11])[N:6]([C@@H:12]([CH2:25][CH:26]1[CH2:31][CH2:30][CH2:29][CH2:28][CH2:27]1)[CH2:13][N:14]1[C:22](=[O:23])[C:21]3[C:16](=[CH:17][CH:18]=[CH:19][CH:20]=3)[C:15]1=[O:24])[CH2:5]2.[CH3:32][N:33]1[C:37](B2OC(C)(C)C(C)(C)O2)=[CH:36][CH:35]=[N:34]1.C(N(CC)C(C)C)(C)C.O1CCOCC1.O. The catalyst is CC(C)([P](C(C)(C)C)([Pd][P](C(C)(C)C)(C(C)(C)C)C(C)(C)C)C(C)(C)C)C. The product is [CH:26]1([CH2:25][C@H:12]([N:6]2[CH2:5][C:4]3[C:8](=[CH:9][CH:10]=[C:2]([C:37]4[N:33]([CH3:32])[N:34]=[CH:35][CH:36]=4)[CH:3]=3)[C:7]2=[O:11])[CH2:13][N:14]2[C:15](=[O:24])[C:16]3[C:21](=[CH:20][CH:19]=[CH:18][CH:17]=3)[C:22]2=[O:23])[CH2:31][CH2:30][CH2:29][CH2:28][CH2:27]1. The yield is 0.290. (6) The reactants are [CH3:1][C:2]([C:5]1[CH:6]=[C:7]([NH:16][C:17]([NH:19][CH2:20][C:21]2[CH:26]=[CH:25][C:24]([N+:27]([O-])=O)=[CH:23][CH:22]=2)=[O:18])[CH:8]=[C:9]([C:12]([CH3:15])([CH3:14])[CH3:13])[C:10]=1[OH:11])([CH3:4])[CH3:3]. The catalyst is C(O)C.C(OCC)(=O)C.[Pd]. The product is [NH2:27][C:24]1[CH:25]=[CH:26][C:21]([CH2:20][NH:19][C:17]([NH:16][C:7]2[CH:6]=[C:5]([C:2]([CH3:1])([CH3:3])[CH3:4])[C:10]([OH:11])=[C:9]([C:12]([CH3:15])([CH3:14])[CH3:13])[CH:8]=2)=[O:18])=[CH:22][CH:23]=1. The yield is 0.600. (7) The reactants are [CH3:1][C:2]1[C:10]2[C:5](=[CH:6][C:7](/[CH:26]=[CH:27]/[C:28]([O:30][CH2:31][CH3:32])=[O:29])=[CH:8][C:9]=2[C:11]([NH:13][CH2:14][C:15]2[C:16](=[O:25])[NH:17][C:18]([CH3:24])=[CH:19][C:20]=2[CH2:21][CH2:22][CH3:23])=[O:12])[N:4]([CH:33]([CH3:35])[CH3:34])[CH:3]=1. The catalyst is C(O)C. The product is [CH3:1][C:2]1[C:10]2[C:5](=[CH:6][C:7]([CH2:26][CH2:27][C:28]([O:30][CH2:31][CH3:32])=[O:29])=[CH:8][C:9]=2[C:11]([NH:13][CH2:14][C:15]2[C:16](=[O:25])[NH:17][C:18]([CH3:24])=[CH:19][C:20]=2[CH2:21][CH2:22][CH3:23])=[O:12])[N:4]([CH:33]([CH3:35])[CH3:34])[CH:3]=1. The yield is 0.581. (8) The reactants are [NH:1]1[CH2:4][CH:3]([C:5]2[CH:6]=[CH:7][C:8]([NH:11][C:12]3[C:13](=[O:20])[N:14]([CH3:19])[CH:15]=[C:16]([Br:18])[CH:17]=3)=[N:9][CH:10]=2)[CH2:2]1.C=O.[BH3-][C:24]#N.[Na+].C(OCCOCC)C. The catalyst is CO.[Cl-].[Zn+2].[Cl-].O. The product is [Br:18][C:16]1[CH:17]=[C:12]([NH:11][C:8]2[CH:7]=[CH:6][C:5]([CH:3]3[CH2:4][N:1]([CH3:24])[CH2:2]3)=[CH:10][N:9]=2)[C:13](=[O:20])[N:14]([CH3:19])[CH:15]=1. The yield is 0.830. (9) The reactants are C(OC([N:8]1[C:12]2[CH:13]=[CH:14][CH:15]=[CH:16][C:11]=2[N:10]=[C:9]1[CH2:17][NH:18][CH:19]1[C:28]2[N:27]=[CH:26][CH:25]=[CH:24][C:23]=2[CH2:22][CH2:21][CH2:20]1)=O)(C)(C)C.C(OC(=O)[NH:35][CH2:36][CH2:37][CH:38]=O)(C)(C)C.[BH-](OC(C)=O)(OC(C)=O)OC(C)=O.[Na+].CC(O)=O. The catalyst is C1COCC1. The product is [NH:8]1[C:12]2[CH:13]=[CH:14][CH:15]=[CH:16][C:11]=2[N:10]=[C:9]1[CH2:17][N:18]([CH:19]1[C:28]2[N:27]=[CH:26][CH:25]=[CH:24][C:23]=2[CH2:22][CH2:21][CH2:20]1)[CH2:38][CH2:37][CH2:36][NH2:35]. The yield is 0.750. (10) The reactants are [C:1]1([CH3:15])[CH:6]=[CH:5][CH:4]=[C:3]([N:7]2[N:11]=[N:10][C:9]([CH:12]([OH:14])[CH3:13])=[N:8]2)[CH:2]=1.[H-].[Na+].[CH:18]1([N:21]2[C:25](S(C)(=O)=O)=[N:24][N:23]=[C:22]2[C:30]2[CH:35]=[CH:34][N:33]=[CH:32][CH:31]=2)[CH2:20][CH2:19]1. No catalyst specified. The product is [CH:18]1([N:21]2[C:25]([O:14][CH:12]([C:9]3[N:10]=[N:11][N:7]([C:3]4[CH:2]=[C:1]([CH3:15])[CH:6]=[CH:5][CH:4]=4)[N:8]=3)[CH3:13])=[N:24][N:23]=[C:22]2[C:30]2[CH:31]=[CH:32][N:33]=[CH:34][CH:35]=2)[CH2:20][CH2:19]1. The yield is 0.190.